This data is from Full USPTO retrosynthesis dataset with 1.9M reactions from patents (1976-2016). The task is: Predict the reactants needed to synthesize the given product. (1) The reactants are: [CH3:1][O:2][CH:3]([O:21][CH3:22])[C:4]1[CH:5]=[C:6]([CH:15]=[CH:16][C:17]=1[N+:18]([O-:20])=[O:19])[O:7][C:8]1[CH:9]=[C:10]([NH2:14])[CH:11]=[CH:12][CH:13]=1.[C:23]1([S:29](Cl)(=[O:31])=[O:30])[CH:28]=[CH:27][CH:26]=[CH:25][CH:24]=1. Given the product [CH3:22][O:21][CH:3]([O:2][CH3:1])[C:4]1[CH:5]=[C:6]([CH:15]=[CH:16][C:17]=1[N+:18]([O-:20])=[O:19])[O:7][C:8]1[CH:9]=[C:10]([NH:14][S:29]([C:23]2[CH:28]=[CH:27][CH:26]=[CH:25][CH:24]=2)(=[O:31])=[O:30])[CH:11]=[CH:12][CH:13]=1, predict the reactants needed to synthesize it. (2) Given the product [O:27]=[S:19]1(=[O:26])[C:20]2[CH:25]=[CH:24][CH:23]=[CH:22][C:21]=2[CH:17]([C:10]2[C:11]3[C:16](=[CH:15][CH:14]=[CH:13][CH:12]=3)[N:8]([CH2:7][C:6]([OH:28])=[O:5])[CH:9]=2)[NH:18]1, predict the reactants needed to synthesize it. The reactants are: C([O:5][C:6](=[O:28])[CH2:7][N:8]1[C:16]2[C:11](=[CH:12][CH:13]=[CH:14][CH:15]=2)[C:10]([CH:17]2[C:21]3[CH:22]=[CH:23][CH:24]=[CH:25][C:20]=3[S:19](=[O:27])(=[O:26])[NH:18]2)=[CH:9]1)(C)(C)C.FC(F)(F)C(O)=O. (3) Given the product [F:25][C:22]1[CH:23]=[CH:24][C:12]2[N:11]=[C:10]([C@@H:8]([NH2:7])[CH3:9])[N:14]([C@H:15]3[CH2:18][C@@H:17]([O:19][CH3:20])[CH2:16]3)[C:13]=2[CH:21]=1, predict the reactants needed to synthesize it. The reactants are: C(OC(=O)[NH:7][C@H:8]([C:10]1[N:14]([C@H:15]2[CH2:18][C@@H:17]([O:19][CH3:20])[CH2:16]2)[C:13]2[CH:21]=[C:22]([F:25])[CH:23]=[CH:24][C:12]=2[N:11]=1)[CH3:9])(C)(C)C.C(O)(C(F)(F)F)=O. (4) Given the product [CH3:46][O:45][C:42]1[N:41]=[CH:40][C:39]([CH2:38][C:33]2[C:31](=[O:32])[N:23]=[C:1]([O:3][CH2:4][CH2:5][C:6]3[CH:7]=[CH:8][C:9]([O:12][C:13]4[CH:18]=[CH:17][C:16]([C:19]([F:22])([F:21])[F:20])=[CH:15][N:14]=4)=[CH:10][CH:11]=3)[NH:2][CH:34]=2)=[CH:44][N:43]=1, predict the reactants needed to synthesize it. The reactants are: [C:1](=[NH:23])([O:3][CH2:4][CH2:5][C:6]1[CH:11]=[CH:10][C:9]([O:12][C:13]2[CH:18]=[CH:17][C:16]([C:19]([F:22])([F:21])[F:20])=[CH:15][N:14]=2)=[CH:8][CH:7]=1)[NH2:2].FC(F)(F)C([O-])=O.[CH:31]([CH:33]([CH2:38][C:39]1[CH:40]=[N:41][C:42]([O:45][CH3:46])=[N:43][CH:44]=1)[C:34](OC)=O)=[O:32].C([O-])([O-])=O.[K+].[K+]. (5) Given the product [CH3:1][C@H:2]1[N:3]([C:8]2[N:9]=[N:10][C:11]([C:18]3[CH:19]=[CH:20][CH:21]=[CH:22][CH:23]=3)=[C:12]3[CH:17]=[CH:16][N:15]=[CH:14][C:13]=23)[CH2:4][CH2:5][N:6]([C:37]([N:31]2[CH2:36][CH2:35][O:34][CH2:33][CH2:32]2)=[O:38])[CH2:7]1, predict the reactants needed to synthesize it. The reactants are: [CH3:1][C@@H:2]1[CH2:7][NH:6][CH2:5][CH2:4][N:3]1[C:8]1[N:9]=[N:10][C:11]([C:18]2[CH:23]=[CH:22][CH:21]=[CH:20][CH:19]=2)=[C:12]2[CH:17]=[CH:16][N:15]=[CH:14][C:13]=12.C(N(CC)CC)C.[N:31]1([C:37](Cl)=[O:38])[CH2:36][CH2:35][O:34][CH2:33][CH2:32]1. (6) Given the product [Cl:21][C:18]1[CH:19]=[CH:20][C:15]([S:12]([NH:11][CH:5]([CH2:6][C:7]([F:10])([CH3:9])[CH3:8])[C:4]([NH2:35])=[O:3])(=[O:14])=[O:13])=[CH:16][CH:17]=1, predict the reactants needed to synthesize it. The reactants are: C([O:3][C:4](=O)[CH:5]([NH:11][S:12]([C:15]1[CH:20]=[CH:19][C:18]([Cl:21])=[CH:17][CH:16]=1)(=[O:14])=[O:13])[CH2:6][C:7]([F:10])([CH3:9])[CH3:8])C.[OH-].[Na+].ClC1C=CC(S([NH:35]C(CC(F)(C)C)C(O)=O)(=O)=O)=CC=1.ON1C2C=CC=CC=2N=N1.C(N(C(C)C)CC)(C)C.[Cl-].[NH4+].Cl.CN(C)CCCN=C=NCC. (7) Given the product [CH2:5]([C@@:9]1([CH2:32][CH3:33])[NH:15][C@H:14]([C:16]2[CH:21]=[CH:20][CH:19]=[CH:18][CH:17]=2)[C:13]2[CH:22]=[C:23]([O:28][CH3:29])[C:24]([CH2:26][NH:34][CH:35]([CH2:36][C:37]([O:39][CH3:40])=[O:38])[CH2:41][C:42]([O:44][CH3:45])=[O:43])=[CH:25][C:12]=2[S:11](=[O:30])(=[O:31])[CH2:10]1)[CH2:6][CH2:7][CH3:8], predict the reactants needed to synthesize it. The reactants are: C(O)(=O)C.[CH2:5]([C@@:9]1([CH2:32][CH3:33])[NH:15][C@H:14]([C:16]2[CH:21]=[CH:20][CH:19]=[CH:18][CH:17]=2)[C:13]2[CH:22]=[C:23]([O:28][CH3:29])[C:24]([CH:26]=O)=[CH:25][C:12]=2[S:11](=[O:31])(=[O:30])[CH2:10]1)[CH2:6][CH2:7][CH3:8].[NH2:34][CH:35]([CH2:41][C:42]([O:44][CH3:45])=[O:43])[CH2:36][C:37]([O:39][CH3:40])=[O:38].C(O[BH-](OC(=O)C)OC(=O)C)(=O)C.[Na+].